From a dataset of Reaction yield outcomes from USPTO patents with 853,638 reactions. Predict the reaction yield, written as a fraction of the theoretical maximum amount of product (1.0 means a 100% yield; for example, 0.34 means a 34% yield). (1) The reactants are O.[C:2]([OH:12])(=[O:11])[C:3]1[NH:10][C:8](=[O:9])[NH:7][C:5](=[O:6])[CH:4]=1.N12CCCN=C1CCC[CH2:15][CH2:14]2.C(I)C.O. The catalyst is CN(C)C=O. The product is [C:2]([O:12][CH2:14][CH3:15])(=[O:11])[C:3]1[NH:10][C:8](=[O:9])[NH:7][C:5](=[O:6])[CH:4]=1. The yield is 0.880. (2) The reactants are [Br:1][C:2]1[C:10]([Cl:11])=[CH:9][CH:8]=[CH:7][C:3]=1C(O)=O.CC[N:14]([CH2:17]C)CC.C1C=CC(P(N=[N+]=[N-])(C2C=CC=CC=2)=[O:26])=CC=1.[C:36]([OH:40])([CH3:39])([CH3:38])[CH3:37]. The yield is 0.650. The product is [C:36]([O:40][C:17](=[O:26])[NH:14][C:3]1[CH:7]=[CH:8][CH:9]=[C:10]([Cl:11])[C:2]=1[Br:1])([CH3:39])([CH3:38])[CH3:37]. The catalyst is C1(C)C=CC=CC=1. (3) The yield is 0.420. The product is [S:1]1[C:5]([S:15]([NH2:20])(=[O:17])=[O:16])=[CH:4][C:3]2[CH:6]=[CH:7][CH:8]=[CH:9][C:2]1=2. The catalyst is C1COCC1.CCCCCC.CC(C)=O.O. The reactants are [S:1]1[CH:5]=[CH:4][C:3]2[CH:6]=[CH:7][CH:8]=[CH:9][C:2]1=2.[Li]CCCC.[S:15](Cl)(Cl)(=[O:17])=[O:16].[NH4+:20].[OH-].Cl.